Dataset: Catalyst prediction with 721,799 reactions and 888 catalyst types from USPTO. Task: Predict which catalyst facilitates the given reaction. (1) Reactant: [CH3:1][NH:2]N.Cl.C[N:6](C)[CH:7]=[CH:8][C:9]([C:11]1[CH:16]=[C:15]([NH:17][C:18](=[O:20])[CH3:19])[CH:14]=[CH:13][C:12]=1[O:21][CH3:22])=O.N.CN1C=CC=N1. Product: [CH3:22][O:21][C:12]1[CH:13]=[CH:14][C:15]([NH:17][C:18](=[O:20])[CH3:19])=[CH:16][C:11]=1[C:9]1[N:2]([CH3:1])[N:6]=[CH:7][CH:8]=1. The catalyst class is: 5. (2) Reactant: [F:1][CH2:2][C:3]1([CH2:21][F:22])[CH:8]=[C:7]([C:9](=[S:12])OC)[C:6]2[CH:13]=[C:14]([C:17]([F:20])([F:19])[F:18])[CH:15]=[CH:16][C:5]=2[O:4]1.C1CC[N:31]2C(=[N:27][CH2:28][CH2:29][CH2:30]2)CC1.NCCC#N.C(OCC)(=O)C. Product: [C:28]([CH2:29][CH2:30][NH:31][C:9]([C:7]1[C:6]2[CH:13]=[C:14]([C:17]([F:20])([F:19])[F:18])[CH:15]=[CH:16][C:5]=2[O:4][C:3]([CH2:21][F:22])([CH2:2][F:1])[CH:8]=1)=[S:12])#[N:27]. The catalyst class is: 7. (3) Reactant: [Br:1][C:2]1[CH:7]=[CH:6][C:5]([Br:8])=[CH:4][CH:3]=1.[Cl-].[Cl-].[Cl-].[Al+3].[CH3:13][C:14](=[CH2:18])[C:15](Cl)=[O:16]. Product: [Br:1][C:2]1[CH:7]=[CH:6][C:5]([Br:8])=[C:4]2[C:3]=1[CH2:13][CH:14]([CH3:18])[C:15]2=[O:16]. The catalyst class is: 33. (4) Reactant: [CH2:1]([CH:3]([CH2:25][CH2:26][CH2:27][CH3:28])[CH2:4][C:5]([CH2:17][CH:18]([CH2:23][CH3:24])[CH2:19][CH2:20][CH2:21][CH3:22])([C:14]([O-:16])=[O:15])[CH:6]([S:10]([OH:13])(=[O:12])=[O:11])[C:7]([O-:9])=[O:8])[CH3:2].[Na+].[Na+].[N+]([O-])([O-])=O.[Ag+:35]. Product: [CH2:1]([CH:3]([CH2:25][CH2:26][CH2:27][CH3:28])[CH2:4][C:5]([CH2:17][CH:18]([CH2:23][CH3:24])[CH2:19][CH2:20][CH2:21][CH3:22])([C:14]([O-:16])=[O:15])[CH:6]([S:10]([OH:13])(=[O:11])=[O:12])[C:7]([O-:9])=[O:8])[CH3:2].[Ag+2:35]. The catalyst class is: 27. (5) Reactant: [N:1]1([CH2:6][C:7]2[CH:16]=[CH:15][C:10]([C:11](OC)=[O:12])=[CH:9][C:8]=2[O:17][CH3:18])[CH:5]=[CH:4][CH:3]=[N:2]1.CCCCCC. Product: [N:1]1([CH2:6][C:7]2[CH:16]=[CH:15][C:10]([CH2:11][OH:12])=[CH:9][C:8]=2[O:17][CH3:18])[CH:5]=[CH:4][CH:3]=[N:2]1. The catalyst class is: 1.